Predict the reaction yield, written as a fraction of the theoretical maximum amount of product (1.0 means a 100% yield; for example, 0.34 means a 34% yield). From a dataset of Reaction yield outcomes from USPTO patents with 853,638 reactions. (1) The reactants are C(OC[N:9]1[CH:18]=[CH:17][C:16]2[C:11](=[CH:12][C:13]([CH2:19][N:20]3[CH2:25][CH2:24][C:23]([C:30](=[O:47])[NH:31][CH2:32][C:33]4[CH:38]=[C:37]([C:39]([F:42])([F:41])[F:40])[CH:36]=[C:35]([C:43]([F:46])([F:45])[F:44])[CH:34]=4)([CH2:26][CH:27]4[CH2:29][CH2:28]4)[CH2:22][CH2:21]3)=[CH:14][CH:15]=2)[C:10]1=[O:48])(=O)C(C)(C)C. The catalyst is [OH-].[Na+].C(O)C. The product is [F:46][C:43]([F:44])([F:45])[C:35]1[CH:34]=[C:33]([CH:38]=[C:37]([C:39]([F:40])([F:41])[F:42])[CH:36]=1)[CH2:32][NH:31][C:30]([C:23]1([CH2:26][CH:27]2[CH2:28][CH2:29]2)[CH2:22][CH2:21][N:20]([CH2:19][C:13]2[CH:12]=[C:11]3[C:16]([CH:17]=[CH:18][NH:9][C:10]3=[O:48])=[CH:15][CH:14]=2)[CH2:25][CH2:24]1)=[O:47]. The yield is 0.520. (2) The reactants are [CH3:1][N:2]([CH3:32])[C:3]([C:5]1[N:26]([CH:27]2[CH2:31][CH2:30][CH2:29][CH2:28]2)[C:8]2[N:9]=[C:10]([NH:13][C:14]3[CH:19]=[CH:18][C:17]([N:20]4[CH2:25][CH2:24][NH:23][CH2:22][CH2:21]4)=[CH:16][N:15]=3)[N:11]=[CH:12][C:7]=2[CH:6]=1)=[O:4].[CH:33]1([CH2:39][C:40](Cl)=[O:41])[CH2:38][CH2:37][CH2:36][CH2:35][CH2:34]1. No catalyst specified. The product is [CH3:1][N:2]([CH3:32])[C:3]([C:5]1[N:26]([CH:27]2[CH2:31][CH2:30][CH2:29][CH2:28]2)[C:8]2[N:9]=[C:10]([NH:13][C:14]3[CH:19]=[CH:18][C:17]([N:20]4[CH2:21][CH2:22][N:23]([C:40](=[O:41])[CH2:39][CH:33]5[CH2:38][CH2:37][CH2:36][CH2:35][CH2:34]5)[CH2:24][CH2:25]4)=[CH:16][N:15]=3)[N:11]=[CH:12][C:7]=2[CH:6]=1)=[O:4]. The yield is 0.470. (3) The reactants are [F:1][C:2]1([F:20])[O:6][C:5]2[CH:7]=[CH:8][C:9]([C@H:11]([NH:13]S(C(C)(C)C)=O)[CH3:12])=[CH:10][C:4]=2[O:3]1.[ClH:21].O1CCOCC1. The catalyst is CO. The product is [ClH:21].[F:20][C:2]1([F:1])[O:6][C:5]2[CH:7]=[CH:8][C:9]([C@H:11]([NH2:13])[CH3:12])=[CH:10][C:4]=2[O:3]1. The yield is 0.960. (4) The reactants are [Br:1][C:2]1[CH:7]=[CH:6][C:5]([C:8](N2CCOCC2)=[O:9])=[C:4]([F:16])[CH:3]=1.[CH3:17][Mg]Br.[NH4+].[Cl-]. The catalyst is C1COCC1.CCOC(C)=O. The product is [Br:1][C:2]1[CH:7]=[CH:6][C:5]([C:8](=[O:9])[CH3:17])=[C:4]([F:16])[CH:3]=1. The yield is 0.680. (5) The reactants are [CH3:1][O:2][CH2:3][CH2:4][O:5][C:6]1[CH:7]=[C:8]2[C:20]([NH:21][C:22]3[CH:23]=[CH:24][CH:25]=[C:26]([C:28]#[CH:29])[CH:27]=3)=[N:19][CH:18]=[N:17][C:9]2=[CH:10][C:11]=1[O:12][CH2:13][CH2:14][O:15][CH3:16].Cl.O.C(Cl)(Cl)Cl.[OH-].[Na+]. The catalyst is CO. The product is [CH3:1][O:2][CH2:3][CH2:4][O:5][C:6]1[CH:7]=[C:8]2[C:20]([NH:21][C:22]3[CH:23]=[CH:24][CH:25]=[C:26]([C:28]#[CH:29])[CH:27]=3)=[N:19][CH:18]=[N:17][C:9]2=[CH:10][C:11]=1[O:12][CH2:13][CH2:14][O:15][CH3:16]. The yield is 0.00240. (6) The reactants are C([O:3][C:4](=O)[CH2:5][CH2:6][CH2:7][CH2:8][CH2:9][CH2:10][O:11][C:12]1[CH:17]=[CH:16][CH:15]=[CH:14][CH:13]=1)C.[H-].C([Al+]CC(C)C)C(C)C. The catalyst is C1COCC1. The product is [O:11]([CH2:10][CH2:9][CH2:8][CH2:7][CH2:6][CH2:5][CH:4]=[O:3])[C:12]1[CH:17]=[CH:16][CH:15]=[CH:14][CH:13]=1. The yield is 0.650. (7) The reactants are [Br:1][C:2]1[CH:3]=[C:4]([S:18][C:19]2[CH:20]=[C:21]([CH:25]=[CH:26][CH:27]=2)[C:22](O)=[O:23])[C:5]([NH:8][C:9]2[S:10][C:11]3[C:16]([N:17]=2)=[CH:15][CH:14]=[CH:13][N:12]=3)=[N:6][CH:7]=1.[CH3:28][N:29]([CH3:33])[CH2:30][CH2:31][NH2:32].Cl.CN(C)CCCN=C=NCC.C1C=CC2N(O)N=NC=2C=1.O.C(N(CC)C(C)C)(C)C. The catalyst is CN(C=O)C.O. The product is [Br:1][C:2]1[CH:3]=[C:4]([S:18][C:19]2[CH:20]=[C:21]([CH:25]=[CH:26][CH:27]=2)[C:22]([NH:32][CH2:31][CH2:30][N:29]([CH3:33])[CH3:28])=[O:23])[C:5]([NH:8][C:9]2[S:10][C:11]3[C:16]([N:17]=2)=[CH:15][CH:14]=[CH:13][N:12]=3)=[N:6][CH:7]=1. The yield is 0.330.